This data is from Forward reaction prediction with 1.9M reactions from USPTO patents (1976-2016). The task is: Predict the product of the given reaction. (1) Given the reactants FC(F)(F)C(O)=O.[NH2:8][C@H:9]1[C@H:18]([CH2:19][C:20]([O:22][CH3:23])=[O:21])[C:17]2[C:12](=[CH:13][CH:14]=[CH:15][CH:16]=2)[NH:11][C:10]1=[O:24].Cl.CN(C)CCCN=C=NCC.ON1C2N=CC=CC=2N=N1.[Cl:47][C:48]1[CH:49]=[C:50]2[C:54](=[CH:55][CH:56]=1)[NH:53][C:52]([C:57](O)=[O:58])=[CH:51]2.C(N(C(C)C)CC)(C)C, predict the reaction product. The product is: [C:20]([CH2:19][C@H:18]1[C:17]2[C:12](=[CH:13][CH:14]=[CH:15][CH:16]=2)[NH:11][C:10](=[O:24])[C@@H:9]1[NH:8][C:57]([C:52]1[NH:53][C:54]2[C:50]([CH:51]=1)=[CH:49][C:48]([Cl:47])=[CH:56][CH:55]=2)=[O:58])([O:22][CH3:23])=[O:21]. (2) Given the reactants [OH:1][C:2]1[C:10](=[O:11])[C:9]2[CH:12]=[CH:13][CH:14]=[CH:15][C:8]=2[C:7]2[C:3]=1[C:4]([CH3:18])([CH3:17])[C:5](=[O:16])[N:6]=2.[C:19]([O-])([O-])=O.[K+].[K+].CI.[CH3:27][C:28]([CH3:30])=[O:29], predict the reaction product. The product is: [CH3:19][O:1][C:2]1([CH2:27][C:28](=[O:29])[CH3:30])[C:10](=[O:11])[C:9]2[CH:12]=[CH:13][CH:14]=[CH:15][C:8]=2[C:7]2[NH:6][C:5](=[O:16])[C:4]([CH3:18])([CH3:17])[C:3]1=2. (3) Given the reactants [NH2:1][C@H:2]([C:5]([OH:7])=[O:6])[CH2:3][SH:4].Br[CH2:9][CH2:10][CH2:11][NH2:12], predict the reaction product. The product is: [NH2:12][CH2:11][CH2:10][CH2:9][NH:1][C@H:2]([C:5]([OH:7])=[O:6])[CH2:3][SH:4]. (4) Given the reactants [Cl:1][C:2]1[CH:7]=[C:6]2[NH:8][C:9](=[O:41])[C:10]3([CH:15]([C:16]4[CH:21]=[C:20]([Cl:22])[CH:19]=[CH:18][C:17]=4[O:23][C:24]([CH2:30][CH3:31])([C:27](O)=[O:28])[CH2:25][CH3:26])[CH2:14][C:13](=[O:32])[NH:12][CH:11]3[C:33]3[CH:38]=[C:37]([F:39])[CH:36]=[CH:35][C:34]=3[CH3:40])[C:5]2=[CH:4][CH:3]=1.N.C1COCC1.C[N:49](C(ON1N=NC2C=CC=NC1=2)=[N+](C)C)C.F[P-](F)(F)(F)(F)F, predict the reaction product. The product is: [Cl:1][C:2]1[CH:7]=[C:6]2[NH:8][C:9](=[O:41])[C:10]3([CH:15]([C:16]4[CH:21]=[C:20]([Cl:22])[CH:19]=[CH:18][C:17]=4[O:23][C:24]([C:27](=[O:28])[NH2:49])([CH2:25][CH3:26])[CH2:30][CH3:31])[CH2:14][C:13](=[O:32])[NH:12][CH:11]3[C:33]3[CH:38]=[C:37]([F:39])[CH:36]=[CH:35][C:34]=3[CH3:40])[C:5]2=[CH:4][CH:3]=1. (5) Given the reactants Cl[CH2:2][CH2:3][CH2:4][CH2:5][C:6]1[CH:11]=[CH:10][C:9]([C:12]([C:14]2[N:22]3[C:17]([CH:18]=[C:19]([C:23]([O:25][CH:26]([CH3:28])[CH3:27])=[O:24])[CH:20]=[CH:21]3)=[CH:16][C:15]=2[CH2:29][CH3:30])=[O:13])=[CH:8][CH:7]=1.[CH:31]1([NH2:36])[CH2:35][CH2:34][CH2:33][CH2:32]1, predict the reaction product. The product is: [CH:31]1([NH:36][CH2:2][CH2:3][CH2:4][CH2:5][C:6]2[CH:11]=[CH:10][C:9]([C:12]([C:14]3[N:22]4[C:17]([CH:18]=[C:19]([C:23]([O:25][CH:26]([CH3:28])[CH3:27])=[O:24])[CH:20]=[CH:21]4)=[CH:16][C:15]=3[CH2:29][CH3:30])=[O:13])=[CH:8][CH:7]=2)[CH2:35][CH2:34][CH2:33][CH2:32]1. (6) Given the reactants [Cl:1][C:2]1[CH:3]=[C:4]([CH2:9][C:10]([OH:12])=O)[CH:5]=[CH:6][C:7]=1[Cl:8].C(Cl)CCl.C1C=CC2N(O)N=NC=2C=1.[O:27]=[C:28]1[CH:37]=[CH:36][C:35]2[C:30](=[CH:31][CH:32]=[C:33]([O:38][CH2:39][C:40]([NH:42][NH2:43])=[O:41])[CH:34]=2)[NH:29]1, predict the reaction product. The product is: [Cl:1][C:2]1[CH:3]=[C:4]([CH2:9][C:10]([NH:43][NH:42][C:40](=[O:41])[CH2:39][O:38][C:33]2[CH:34]=[C:35]3[C:30](=[CH:31][CH:32]=2)[NH:29][C:28](=[O:27])[CH:37]=[CH:36]3)=[O:12])[CH:5]=[CH:6][C:7]=1[Cl:8]. (7) Given the reactants [CH3:1][O:2][C:3]1[CH:4]=[C:5]([CH:7]=[C:8]([B:10]2[O:14][C:13]([CH3:16])([CH3:15])[C:12]([CH3:18])([CH3:17])[O:11]2)[CH:9]=1)[NH2:6].[F:19][C:20]1[CH:25]=[CH:24][C:23]([CH2:26][S:27](Cl)(=[O:29])=[O:28])=[CH:22][CH:21]=1, predict the reaction product. The product is: [F:19][C:20]1[CH:21]=[CH:22][C:23]([CH2:26][S:27]([NH:6][C:5]2[CH:7]=[C:8]([B:10]3[O:14][C:13]([CH3:16])([CH3:15])[C:12]([CH3:18])([CH3:17])[O:11]3)[CH:9]=[C:3]([O:2][CH3:1])[CH:4]=2)(=[O:29])=[O:28])=[CH:24][CH:25]=1.